Dataset: Forward reaction prediction with 1.9M reactions from USPTO patents (1976-2016). Task: Predict the product of the given reaction. (1) Given the reactants C(OC([C:11]1([NH2:25])[CH2:15][CH2:14][N:13]([C:16]2[CH:21]=[CH:20][C:19]([C:22]#[N:23])=[CH:18][CH:17]=2)[C:12]1=[O:24])=O)C1C=CC=CC=1.[ClH:26].[H][H], predict the reaction product. The product is: [ClH:26].[NH2:25][CH:11]1[CH2:15][CH2:14][N:13]([C:16]2[CH:17]=[CH:18][C:19]([C:22]#[N:23])=[CH:20][CH:21]=2)[C:12]1=[O:24]. (2) Given the reactants [Cl:1][C:2]1[CH:3]=[CH:4][C:5]2[N:11]3[C:12]([CH:15]([CH3:17])[CH3:16])=[N:13][N:14]=[C:10]3[CH:9]([CH2:18][C:19]([N:21]3[CH2:26][CH2:25][CH2:24][CH2:23][CH:22]3[C:27]([O:29]CC)=[O:28])=[O:20])[O:8][CH:7]([C:32]3[CH:37]=[CH:36][CH:35]=[C:34]([O:38][CH3:39])[C:33]=3[O:40][CH3:41])[C:6]=2[CH:42]=1.Cl, predict the reaction product. The product is: [Cl:1][C:2]1[CH:3]=[CH:4][C:5]2[N:11]3[C:12]([CH:15]([CH3:16])[CH3:17])=[N:13][N:14]=[C:10]3[CH:9]([CH2:18][C:19]([N:21]3[CH2:26][CH2:25][CH2:24][CH2:23][CH:22]3[C:27]([OH:29])=[O:28])=[O:20])[O:8][CH:7]([C:32]3[CH:37]=[CH:36][CH:35]=[C:34]([O:38][CH3:39])[C:33]=3[O:40][CH3:41])[C:6]=2[CH:42]=1.